From a dataset of Full USPTO retrosynthesis dataset with 1.9M reactions from patents (1976-2016). Predict the reactants needed to synthesize the given product. (1) The reactants are: [Cl:1][C:2]1[CH:10]=[CH:9][C:8]([N+:11]([O-:13])=[O:12])=[CH:7][C:3]=1[C:4]([OH:6])=[O:5].C([O-])([O-])=O.[K+].[K+].[CH2:20](O)[CH3:21]. Given the product [Cl:1][C:2]1[CH:10]=[CH:9][C:8]([N+:11]([O-:13])=[O:12])=[CH:7][C:3]=1[C:4]([O:6][CH2:20][CH3:21])=[O:5], predict the reactants needed to synthesize it. (2) Given the product [C:1]1([C:7]2[N:8]=[C:9]3[C:14]([CH2:13][CH2:12][CH2:11][NH:10]3)=[CH:15][CH:16]=2)[CH:2]=[CH:3][CH:4]=[CH:5][CH:6]=1, predict the reactants needed to synthesize it. The reactants are: [C:1]1([C:7]2[CH:16]=[CH:15][C:14]3[C:9](=[N:10][CH:11]=[CH:12][CH:13]=3)[N:8]=2)[CH:6]=[CH:5][CH:4]=[CH:3][CH:2]=1. (3) Given the product [C:1]([O:5][C:6]([N:8]([C:16]([O:18][C:19]([CH3:22])([CH3:21])[CH3:20])=[O:17])[C:9]1[N:14]=[CH:13][C:12]([C:26]2[CH:27]=[CH:28][CH:29]=[CH:30][C:25]=2[S:24][CH3:23])=[CH:11][N:10]=1)=[O:7])([CH3:4])([CH3:3])[CH3:2], predict the reactants needed to synthesize it. The reactants are: [C:1]([O:5][C:6]([N:8]([C:16]([O:18][C:19]([CH3:22])([CH3:21])[CH3:20])=[O:17])[C:9]1[N:14]=[CH:13][C:12](Br)=[CH:11][N:10]=1)=[O:7])([CH3:4])([CH3:3])[CH3:2].[CH3:23][S:24][C:25]1[CH:30]=[CH:29][CH:28]=[CH:27][C:26]=1B(O)O.C(=O)([O-])[O-].[Na+].[Na+]. (4) Given the product [C:1]([O:5][C:6]([N:8]([CH2:25][C:26]1[CH:31]=[CH:30][C:29]([F:32])=[CH:28][C:27]=1[Cl:33])[C:9]1[C:10]2[CH2:19][N:18]([C:20]([CH:22]3[CH2:23][CH2:24]3)=[O:21])[CH2:17][CH2:16][C:11]=2[N:12]=[C:13]([N:45]2[CH2:44][CH2:43][CH:42]([C:40](=[O:41])[CH2:39][N:34]3[CH2:38][CH2:37][CH2:36][CH2:35]3)[CH2:47][CH2:46]2)[N:14]=1)=[O:7])([CH3:3])([CH3:4])[CH3:2], predict the reactants needed to synthesize it. The reactants are: [C:1]([O:5][C:6]([N:8]([CH2:25][C:26]1[CH:31]=[CH:30][C:29]([F:32])=[CH:28][C:27]=1[Cl:33])[C:9]1[C:10]2[CH2:19][N:18]([C:20]([CH:22]3[CH2:24][CH2:23]3)=[O:21])[CH2:17][CH2:16][C:11]=2[N:12]=[C:13](Cl)[N:14]=1)=[O:7])([CH3:4])([CH3:3])[CH3:2].[N:34]1([CH2:39][C:40]([CH:42]2[CH2:47][CH2:46][N:45](C(OC(C)(C)C)=O)[CH2:44][CH2:43]2)=[O:41])[CH2:38][CH2:37][CH2:36][CH2:35]1. (5) Given the product [F:14][C:11]1[CH:12]=[CH:13][C:8]([C:3]2[C:2]([B:26]3[O:30][C:29]([CH3:32])([CH3:31])[C:28]([CH3:34])([CH3:33])[O:27]3)=[CH:6][N:5]([CH3:7])[N:4]=2)=[CH:9][CH:10]=1, predict the reactants needed to synthesize it. The reactants are: Br[C:2]1[C:3]([C:8]2[CH:13]=[CH:12][C:11]([F:14])=[CH:10][CH:9]=2)=[N:4][N:5]([CH3:7])[CH:6]=1.[Cl-].[Li+].C([Mg]Cl)(C)C.C(O[B:26]1[O:30][C:29]([CH3:32])([CH3:31])[C:28]([CH3:34])([CH3:33])[O:27]1)(C)C.CC1CCCO1. (6) Given the product [I:18][C:4]1[NH:3][C:2]([CH3:1])=[N:6][C:5]=1[C:7]([F:10])([F:9])[F:8], predict the reactants needed to synthesize it. The reactants are: [CH3:1][C:2]1[NH:3][CH:4]=[C:5]([C:7]([F:10])([F:9])[F:8])[N:6]=1.C1C(=O)N([I:18])C(=O)C1.